Dataset: Experimentally validated miRNA-target interactions with 360,000+ pairs, plus equal number of negative samples. Task: Binary Classification. Given a miRNA mature sequence and a target amino acid sequence, predict their likelihood of interaction. (1) The miRNA is cel-miR-81-3p with sequence UGAGAUCAUCGUGAAAGCUAGU. The protein sequence of the target gene is MPPTTALSALLLLLLSPASHSHNGNETSTSAIKSSTVQSHQSATTSTEVTTGHPVASTLASTQPSNPTPFTTSTQSPSMPTSTPNPTSNQSGGNLTSSVSEVDKTKTSSPSSTAFTSSSGQTASSGGKSGDSFTTAPTTTLGLINVSSQPTDLNTTSKLLSTPTTDNTTSPQQPVDSSPSTASHPVGQHTPAAVPSSSGSTPSTDNSTLTWKPTTHKPLGTSEATQPLTSQTPGITTLPVSTLQQSMASTVGTTTEEFTHLISNGTPVAPPGPSTPSPIWAFGNYQLNCEPPIRPDEELL.... Result: 0 (no interaction). (2) The miRNA is hsa-miR-6809-3p with sequence CUUCUCUUCUCUCCUUCCCAG. The protein sequence of the target gene is MRGELWLLVLVLREAARALSPQPGAGHDEGPGSGWAAKGTVRGWNRRARESPGHVSEPDRTQLSQDLGGGTLAMDTLPDNRTRVVEDNHSYYVSRLYGPSEPHSRELWVDVAEANRSQVKIHTILSNTHRQASRVVLSFDFPFYGHPLRQITIATGGFIFMGDVIHRMLTATQYVAPLMANFNPGYSDNSTVVYFDNGTVFVVQWDHVYLQGWEDKGSFTFQAALHHDGRIVFAYKEIPMSVPEISSSQHPVKTGLSDAFMILNPSPDVPESRRRSIFEYHRIELDPSKVTSMSAVEFTP.... Result: 0 (no interaction). (3) The miRNA is hsa-miR-635 with sequence ACUUGGGCACUGAAACAAUGUCC. The protein sequence of the target gene is MPAMVPGWNHGNITRSKAEELLSRAGKDGSFLVRASESIPRAYALCVLFRNCVYTYRILPNEDDKFTVQASEGVPMRFFTKLDQLIDFYKKENMGLVTHLQYPVPLEEEDAIDEAEEDTVESVMSPPELPPRNIPMSAGPSEAKDLPLATENPRAPEVTRLSLSETLFQRLQSMDTSGLPEEHLKAIQDYLSTQLLLDSDFLKTGSSNLPHLKKLMSLLCKELHGEVIRTLPSLESLQRLFDQQLSPGLRPRPQVPGEASPITMVAKLSQLTSLLSSIEDKVKSLLHEGSESTNRRSLIP.... Result: 0 (no interaction). (4) The miRNA is dme-miR-286-3p with sequence UGACUAGACCGAACACUCGUGCU. The protein sequence of the target gene is MSKMKMLPVQLSLNSLNPGIWSDVLWRCPPAPSSQLAELKTQLPPSLPSDPRLWSREDVLVFLRFCVREFDLPKLDFDLFQMNGKALCLLTRADFGHRCPGAGDVLHNVLQMLIIESHMMQWHLPNSPVTPTSRYPLSPHSHPPTPTWPPLNAPPENSPFHSSAHSLAGHHFMAPNSVTLSPPPSVDSQASSPPQAPYQNGGATGAAPGSAGGSAPAAGGATNTSNPTSSSASSTGSNGSQPNIMPMKGISSASSNHSDSEEEYSETSGGVSKMPPAPLSYSTASPPGTPILKDIKPNWT.... Result: 0 (no interaction). (5) The miRNA is hsa-miR-7703 with sequence UUGCACUCUGGCCUUCUCCCAGG. The protein sequence of the target gene is MAAAGARLSPGPGSGLRGRPRLCFHPGPPPLLPLLLLFLLLLPPPPLLAGATAAASREPDSPCRLKTVTVSTLPALRESDIGWSGARAGAGAGTGAGAAAAAASPGSPGSAGTAAESRLLLFVRNELPGRIAVQDDLDNTELPFFTLEMSGTAADISLVHWRQQWLENGTLYFHVSMSSSGQLAQATAPTLQEPSEIVEEQMHILHISVMGGLIALLLLLLVFTVALYAQRRWQKRRRIPQKSASTEATHEIHYIPSVLLGPQARESFRSSRLQTHNSVIGVPIRETPILDDYDCEEDEE.... Result: 0 (no interaction).